This data is from Full USPTO retrosynthesis dataset with 1.9M reactions from patents (1976-2016). The task is: Predict the reactants needed to synthesize the given product. (1) Given the product [Cl:28][C:27]1[CH:26]=[C:25]2[C:21]([C:22]([C:29]([OH:31])=[O:30])=[CH:23][NH:24]2)=[CH:20][C:19]=1[C:16]1[CH:15]=[CH:14][C:13]([CH:10]2[CH2:11][CH2:12][NH:8][CH2:9]2)=[CH:18][CH:17]=1, predict the reactants needed to synthesize it. The reactants are: C(OC([N:8]1[CH2:12][CH2:11][CH:10]([C:13]2[CH:18]=[CH:17][C:16]([C:19]3[CH:20]=[C:21]4[C:25](=[CH:26][C:27]=3[Cl:28])[NH:24][CH:23]=[C:22]4[C:29]([OH:31])=[O:30])=[CH:15][CH:14]=2)[CH2:9]1)=O)(C)(C)C.C(O)(C(F)(F)F)=O. (2) Given the product [O:27]1[C:3]2[CH:4]=[C:5]([C:8]([C:13]3[C:21]4[C:16](=[C:17]([NH:22][S:23]([CH3:26])(=[O:25])=[O:24])[CH:18]=[CH:19][CH:20]=4)[NH:15][CH:14]=3)([CH2:11][CH3:12])[CH2:9][CH3:10])[CH:6]=[CH:7][C:2]=2[N:1]=[CH:28]1, predict the reactants needed to synthesize it. The reactants are: [NH2:1][C:2]1[CH:7]=[CH:6][C:5]([C:8]([C:13]2[C:21]3[C:16](=[C:17]([NH:22][S:23]([CH3:26])(=[O:25])=[O:24])[CH:18]=[CH:19][CH:20]=3)[NH:15][CH:14]=2)([CH2:11][CH3:12])[CH2:9][CH3:10])=[CH:4][C:3]=1[OH:27].[CH2:28](OC(OCC)OCC)C. (3) Given the product [F:3][C:4]1[CH:9]=[C:8]([I:10])[CH:7]=[CH:6][C:5]=1[NH:11][C:12]1[S:16][C:15]2[C:17](=[O:23])[CH2:18][C:19]([CH3:21])([CH3:22])[CH2:20][C:14]=2[C:13]=1[C:24]([NH2:25])=[O:2], predict the reactants needed to synthesize it. The reactants are: N[OH:2].[F:3][C:4]1[CH:9]=[C:8]([I:10])[CH:7]=[CH:6][C:5]=1[NH:11][C:12]1[S:16][C:15]2[C:17](=[O:23])[CH2:18][C:19]([CH3:22])([CH3:21])[CH2:20][C:14]=2[C:13]=1[C:24]#[N:25].